From a dataset of Forward reaction prediction with 1.9M reactions from USPTO patents (1976-2016). Predict the product of the given reaction. (1) Given the reactants [Cl:1][C:2]1[N:7]=[C:6]([C:8]([C:10]2[C:15](F)=[N:14][CH:13]=[CH:12][N:11]=2)=O)[CH:5]=[CH:4][CH:3]=1.[NH2:17][NH2:18], predict the reaction product. The product is: [Cl:1][C:2]1[N:7]=[C:6]([C:8]2[C:10]3[C:15](=[N:14][CH:13]=[CH:12][N:11]=3)[NH:18][N:17]=2)[CH:5]=[CH:4][CH:3]=1. (2) Given the reactants [F:1][C:2]([F:18])([F:17])[C:3]1[CH:16]=[CH:15][CH:14]=[CH:13][C:4]=1[C:5]([N:7]1[CH2:12][CH2:11][NH:10][CH2:9][CH2:8]1)=[O:6].Cl[C:20]1[S:21][C:22]2[CH:28]=[CH:27][CH:26]=[CH:25][C:23]=2[N:24]=1, predict the reaction product. The product is: [F:18][C:2]([F:1])([F:17])[C:3]1[CH:16]=[CH:15][CH:14]=[CH:13][C:4]=1[C:5]([N:7]1[CH2:8][CH2:9][N:10]([C:20]2[S:21][C:22]3[CH:28]=[CH:27][CH:26]=[CH:25][C:23]=3[N:24]=2)[CH2:11][CH2:12]1)=[O:6]. (3) The product is: [CH3:30][NH:29][C:27]([C:24]1[CH:23]=[N:22][C:21]([O:20][C:19]2[C:2]([I:1])=[CH:3][C:4]3[CH2:10][CH2:9][NH:8][CH2:7][CH2:6][C:5]=3[CH:18]=2)=[CH:26][CH:25]=1)=[O:28]. Given the reactants [I:1][C:2]1[C:19]([O:20][C:21]2[CH:26]=[CH:25][C:24]([C:27]([NH:29][CH3:30])=[O:28])=[CH:23][N:22]=2)=[CH:18][C:5]2[CH2:6][CH2:7][N:8](C(OC(C)(C)C)=O)[CH2:9][CH2:10][C:4]=2[CH:3]=1.C(OC1C=CC2CCNCCC=2C=1)C1C=CC=CC=1, predict the reaction product. (4) Given the reactants [N:1]12[CH2:8][CH2:7][CH:4]([CH2:5][CH2:6]1)[CH:3]([OH:9])[CH2:2]2.CC(C)([O-])C.[K+].I[C:17]1[N:22]=[CH:21][C:20]([Br:23])=[CH:19][N:18]=1.O, predict the reaction product. The product is: [Br:23][C:20]1[CH:19]=[N:18][C:17]([O:9][CH:3]2[CH:4]3[CH2:7][CH2:8][N:1]([CH2:6][CH2:5]3)[CH2:2]2)=[N:22][CH:21]=1. (5) Given the reactants [F:1][C:2]1[CH:3]=[C:4]([C:9]2[N:10]([CH2:19][CH2:20][O:21][CH3:22])[C:11](=[O:18])[C:12]([C:15]([OH:17])=O)=[N:13][CH:14]=2)[CH:5]=[C:6]([F:8])[CH:7]=1.C(Cl)(=O)C(Cl)=O.[C:29]1(=[O:36])[CH2:34][CH2:33][CH2:32][C:31](=[O:35])[CH2:30]1.C(N(CC)CC)C, predict the reaction product. The product is: [F:8][C:6]1[CH:5]=[C:4]([C:9]2[N:10]([CH2:19][CH2:20][O:21][CH3:22])[C:11](=[O:18])[C:12]([C:15]([C:30]3[C:31](=[O:35])[CH2:32][CH2:33][CH2:34][C:29]=3[OH:36])=[O:17])=[N:13][CH:14]=2)[CH:3]=[C:2]([F:1])[CH:7]=1. (6) Given the reactants [N:1]1([C:6]2[CH:14]=[CH:13][CH:12]=[C:11]3[C:7]=2[C:8]([NH2:15])=[N:9][NH:10]3)[CH:5]=[N:4][CH:3]=[N:2]1.CC1(C)OC(=O)[CH:20]([C:24]([CH:26]2[CH2:31][CH2:30][N:29]([C:32]([O:34][C:35]([CH3:38])([CH3:37])[CH3:36])=[O:33])[CH2:28][CH2:27]2)=O)[C:19](=O)[O:18]1.P([O-])([O-])([O-])=O.[K+].[K+].[K+].Cl, predict the reaction product. The product is: [O:18]=[C:19]1[CH:20]=[C:24]([CH:26]2[CH2:31][CH2:30][N:29]([C:32]([O:34][C:35]([CH3:38])([CH3:37])[CH3:36])=[O:33])[CH2:28][CH2:27]2)[N:9]2[N:10]=[C:11]3[C:7]([C:6]([N:1]4[CH:5]=[N:4][CH:3]=[N:2]4)=[CH:14][CH:13]=[CH:12]3)=[C:8]2[NH:15]1. (7) Given the reactants Br[C:2]1[S:6][C:5]([NH:7][C:8](=[O:23])[N:9]([CH:17]2[CH2:22][CH2:21][CH2:20][CH2:19][CH2:18]2)[C@H:10]2[CH2:15][CH2:14][C@H:13]([CH3:16])[CH2:12][CH2:11]2)=[N:4][CH:3]=1.[CH3:24][O:25][C:26](=[O:38])[C@H:27]([CH2:36][SH:37])[NH:28][C:29]([O:31][C:32]([CH3:35])([CH3:34])[CH3:33])=[O:30], predict the reaction product. The product is: [CH3:24][O:25][C:26](=[O:38])[C@H:27]([NH:28][C:29]([O:31][C:32]([CH3:34])([CH3:33])[CH3:35])=[O:30])[CH2:36][S:37][C:2]1[S:6][C:5]([NH:7][C:8]([N:9]([CH:17]2[CH2:22][CH2:21][CH2:20][CH2:19][CH2:18]2)[C@H:10]2[CH2:15][CH2:14][C@H:13]([CH3:16])[CH2:12][CH2:11]2)=[O:23])=[N:4][CH:3]=1. (8) Given the reactants [C:1]([C:4]1[CH:9]=[CH:8][C:7]([S:10](Cl)(=[O:12])=[O:11])=[CH:6][CH:5]=1)(=[O:3])[CH3:2].C(N(CC)CC)C.[NH2:21][CH2:22][C:23]1[CH:28]=[CH:27][CH:26]=[CH:25][N:24]=1, predict the reaction product. The product is: [C:1]([C:4]1[CH:9]=[CH:8][C:7]([S:10]([NH:21][CH2:22][C:23]2[CH:28]=[CH:27][CH:26]=[CH:25][N:24]=2)(=[O:12])=[O:11])=[CH:6][CH:5]=1)(=[O:3])[CH3:2]. (9) Given the reactants [NH2:1][C:2]1[CH:18]=[CH:17][CH:16]=[C:15]([CH3:19])[C:3]=1[C:4]([NH:6][CH:7]1[CH2:12][CH2:11][C:10](=[O:13])[NH:9][C:8]1=[O:14])=[O:5].[C:20]1(C)[CH:25]=[CH:24]C(S(O)(=O)=O)=[CH:22][CH:21]=1, predict the reaction product. The product is: [CH2:21]([C:22]1[N:6]([CH:7]2[CH2:12][CH2:11][C:10](=[O:13])[NH:9][C:8]2=[O:14])[C:4](=[O:5])[C:3]2[C:2](=[CH:18][CH:17]=[CH:16][C:15]=2[CH3:19])[N:1]=1)[CH2:20][CH2:25][CH3:24]. (10) Given the reactants [C:1]([O:5][C:6]([N:8]1[CH2:14][CH2:13][CH2:12][C:11](=[O:15])[CH2:10][CH2:9]1)=[O:7])([CH3:4])([CH3:3])[CH3:2].[BH4-].[Na+], predict the reaction product. The product is: [C:1]([O:5][C:6]([N:8]1[CH2:14][CH2:13][CH2:12][CH:11]([OH:15])[CH2:10][CH2:9]1)=[O:7])([CH3:4])([CH3:2])[CH3:3].